From a dataset of Full USPTO retrosynthesis dataset with 1.9M reactions from patents (1976-2016). Predict the reactants needed to synthesize the given product. (1) Given the product [Cl:24][C:25]1[CH:26]=[C:27]([CH:30]=[CH:31][CH:32]=1)[CH2:28][NH:29][C:2]1[CH:3]=[CH:4][C:5]([N+:21]([O-:23])=[O:22])=[C:6]([N:8]2[CH2:13][CH2:12][N:11]([C:14]([O:16][C:17]([CH3:20])([CH3:19])[CH3:18])=[O:15])[CH2:10][CH2:9]2)[CH:7]=1, predict the reactants needed to synthesize it. The reactants are: F[C:2]1[CH:3]=[CH:4][C:5]([N+:21]([O-:23])=[O:22])=[C:6]([N:8]2[CH2:13][CH2:12][N:11]([C:14]([O:16][C:17]([CH3:20])([CH3:19])[CH3:18])=[O:15])[CH2:10][CH2:9]2)[CH:7]=1.[Cl:24][C:25]1[CH:26]=[C:27]([CH:30]=[CH:31][CH:32]=1)[CH2:28][NH2:29].C(N(CC)C(C)C)(C)C. (2) Given the product [C:19]([C:23]1[CH:28]=[CH:27][C:26]([S:29]([NH:17][C:6]2[N:5]([CH3:18])[N:4]=[C:3]([O:2][CH3:1])[C:7]=2[O:8][C:9]2[CH:14]=[CH:13][CH:12]=[CH:11][C:10]=2[O:15][CH3:16])(=[O:31])=[O:30])=[CH:25][CH:24]=1)([CH3:22])([CH3:20])[CH3:21], predict the reactants needed to synthesize it. The reactants are: [CH3:1][O:2][C:3]1[C:7]([O:8][C:9]2[CH:14]=[CH:13][CH:12]=[CH:11][C:10]=2[O:15][CH3:16])=[C:6]([NH2:17])[N:5]([CH3:18])[N:4]=1.[C:19]([C:23]1[CH:28]=[CH:27][C:26]([S:29](N)(=[O:31])=[O:30])=[CH:25][CH:24]=1)([CH3:22])([CH3:21])[CH3:20]. (3) Given the product [O:40]=[S:37]1(=[O:41])[CH2:38][CH2:39][N:34]([S:20]([C:16]2[CH:15]=[C:14]([C:10]3[N:9]=[C:8]([C:6]4[CH:5]=[C:4]([C:24]5[CH:29]=[CH:28][C:27]([C:30]([F:31])([F:33])[F:32])=[CH:26][CH:25]=5)[CH:3]=[C:2]([CH3:1])[N:7]=4)[CH:13]=[CH:12][CH:11]=3)[CH:19]=[CH:18][CH:17]=2)(=[O:22])=[O:21])[CH2:35][CH2:36]1, predict the reactants needed to synthesize it. The reactants are: [CH3:1][C:2]1[N:7]=[C:6]([C:8]2[CH:13]=[CH:12][CH:11]=[C:10]([C:14]3[CH:15]=[C:16]([S:20](Cl)(=[O:22])=[O:21])[CH:17]=[CH:18][CH:19]=3)[N:9]=2)[CH:5]=[C:4]([C:24]2[CH:29]=[CH:28][C:27]([C:30]([F:33])([F:32])[F:31])=[CH:26][CH:25]=2)[CH:3]=1.[NH:34]1[CH2:39][CH2:38][S:37](=[O:41])(=[O:40])[CH2:36][CH2:35]1.CCN(CC)CC. (4) Given the product [C:27]([C:29]1[CH:37]=[CH:36][C:32]([C:33]([NH:5][C:4]2[C:6]([CH3:20])=[CH:7][C:8]([C:10]([F:19])([C:11]([F:14])([F:13])[F:12])[C:15]([F:16])([F:17])[F:18])=[CH:9][C:3]=2[CH2:1][CH3:2])=[O:34])=[CH:31][C:30]=1[CH3:38])#[N:28], predict the reactants needed to synthesize it. The reactants are: [CH2:1]([C:3]1[CH:9]=[C:8]([C:10]([F:19])([C:15]([F:18])([F:17])[F:16])[C:11]([F:14])([F:13])[F:12])[CH:7]=[C:6]([CH3:20])[C:4]=1[NH2:5])[CH3:2].N1C=CC=CC=1.[C:27]([C:29]1[CH:37]=[CH:36][C:32]([C:33](Cl)=[O:34])=[CH:31][C:30]=1[CH3:38])#[N:28]. (5) Given the product [Cl:1][CH2:2][CH2:3][C:5]1[CH:6]=[C:7]2[C:12](=[C:13]([CH3:16])[C:14]=1[F:15])[NH:11][C:10](=[O:17])[CH2:9][C:8]2([CH3:19])[CH3:18], predict the reactants needed to synthesize it. The reactants are: [Cl:1][CH2:2][C:3]([C:5]1[CH:6]=[C:7]2[C:12](=[C:13]([CH3:16])[C:14]=1[F:15])[NH:11][C:10](=[O:17])[CH2:9][C:8]2([CH3:19])[CH3:18])=O.C([SiH](CC)CC)C.FC(F)(F)C(O)=O. (6) Given the product [F:33][C:5]([F:4])([F:32])[C:6]1[N:10]2[N:11]=[C:12]([N:15]3[CH2:20][CH2:19][CH:18]([C:21]4[CH:31]=[CH:30][C:24]([O:25][CH2:26][C:27]([OH:29])=[O:28])=[CH:23][CH:22]=4)[CH2:17][CH2:16]3)[CH:13]=[CH:14][C:9]2=[N:8][N:7]=1, predict the reactants needed to synthesize it. The reactants are: O.[OH-].[Li+].[F:4][C:5]([F:33])([F:32])[C:6]1[N:10]2[N:11]=[C:12]([N:15]3[CH2:20][CH2:19][CH:18]([C:21]4[CH:31]=[CH:30][C:24]([O:25][CH2:26][C:27]([O-:29])=[O:28])=[CH:23][CH:22]=4)[CH2:17][CH2:16]3)[CH:13]=[CH:14][C:9]2=[N:8][N:7]=1.O.CO.